The task is: Predict the reactants needed to synthesize the given product.. This data is from Full USPTO retrosynthesis dataset with 1.9M reactions from patents (1976-2016). (1) Given the product [Cl:1][C:2]1[CH:3]=[C:4]([C@@H:12]([CH2:16][CH:17]2[CH2:22][CH2:21][C:20](=[O:23])[CH2:19][CH2:18]2)[C:13]([NH:51][C:52]2[CH:57]=[CH:56][C:55]([CH3:58])=[CH:54][N:53]=2)=[O:14])[CH:5]=[CH:6][C:7]=1[S:8]([CH3:11])(=[O:9])=[O:10], predict the reactants needed to synthesize it. The reactants are: [Cl:1][C:2]1[CH:3]=[C:4]([C@@H:12]([CH2:16][CH:17]2[CH2:22][CH2:21][C:20](=[O:23])[CH2:19][CH2:18]2)[C:13](O)=[O:14])[CH:5]=[CH:6][C:7]=1[S:8]([CH3:11])(=[O:10])=[O:9].C1(P(C2C=CC=CC=2)C2C=CC=CC=2)C=CC=CC=1.BrN1C(=O)CCC1=O.[NH2:51][C:52]1[CH:57]=[CH:56][C:55]([CH3:58])=[CH:54][N:53]=1.N1C(C)=CC=CC=1C. (2) Given the product [CH3:4][O:5][N:6]([CH3:14])[C:7]([C:9]1[CH:13]=[N:12][N:11]([CH2:20][O:19][CH2:18][CH2:17][Si:16]([CH3:23])([CH3:22])[CH3:15])[CH:10]=1)=[O:8], predict the reactants needed to synthesize it. The reactants are: ClCCl.[CH3:4][O:5][N:6]([CH3:14])[C:7]([C:9]1[CH:10]=[N:11][NH:12][CH:13]=1)=[O:8].[CH3:15][Si:16]([CH3:23])([CH3:22])[CH2:17][CH2:18][O:19][CH2:20]Cl.C(N(CC)C(C)C)(C)C. (3) Given the product [Cl:1][C:2]1[CH:10]=[C:9]2[C:5]([C:6]([I:11])=[N:7][N:8]2[CH2:12][CH3:13])=[CH:4][CH:3]=1, predict the reactants needed to synthesize it. The reactants are: [Cl:1][C:2]1[CH:10]=[C:9]2[C:5]([C:6]([I:11])=[N:7][NH:8]2)=[CH:4][CH:3]=1.[CH3:12][C:13]([O-])(C)C.[K+].ICC. (4) Given the product [C:14]([C:2]1[CH:13]=[CH:12][C:5]2[O:6][CH:7]([C:9](=[O:11])[CH3:10])[O:8][C:4]=2[CH:3]=1)#[C:15][CH2:16][CH2:17][CH3:18], predict the reactants needed to synthesize it. The reactants are: Br[C:2]1[CH:13]=[CH:12][C:5]2[O:6][CH:7]([C:9](=[O:11])[CH3:10])[O:8][C:4]=2[CH:3]=1.[CH:14]#[C:15][CH2:16][CH2:17][CH3:18].C(N(CC)CC)C.CCCCCCC. (5) Given the product [CH3:55][O:54][C:51]1[N:50]=[CH:49][C:48]([N:38]2[C:39]([C:41]3[CH:46]=[CH:45][C:44]([CH3:47])=[CH:43][N:42]=3)=[N:40][C:36]([C:34]([OH:35])=[O:33])=[N:37]2)=[CH:53][CH:52]=1, predict the reactants needed to synthesize it. The reactants are: NC1C=CC(OC)=NC=1.C(OC(=O)C(NC(C1C=CC(C)=CN=1)=O)C(OCC)=O)C.C([O:33][C:34]([C:36]1[N:40]=[C:39]([C:41]2[CH:46]=[CH:45][C:44]([CH3:47])=[CH:43][N:42]=2)[N:38]([C:48]2[CH:49]=[N:50][C:51]([O:54][CH3:55])=[CH:52][CH:53]=2)[N:37]=1)=[O:35])C.C[O-].[Na+]. (6) Given the product [F:1][C:2]1[CH:3]=[CH:4][C:5]2[O:45][C:8]([NH:10][C@H:11]3[CH2:15][CH2:14][CH2:13][C@@H:12]3[NH:16][C:17](=[O:28])[C:18]3[C:23]([O:24][CH3:25])=[CH:22][CH:21]=[CH:20][C:19]=3[O:26][CH3:27])=[N:7][C:6]=2[CH:29]=1, predict the reactants needed to synthesize it. The reactants are: [F:1][C:2]1[CH:3]=[CH:4][C:5]2S[C:8]([NH:10][C@H:11]3[CH2:15][CH2:14][CH2:13][C@@H:12]3[NH:16][C:17](=[O:28])[C:18]3[C:23]([O:24][CH3:25])=[CH:22][CH:21]=[CH:20][C:19]=3[O:26][CH3:27])=[N:7][C:6]=2[CH:29]=1.Cl.N[C@H]1CCC[C@@H]1NC(=O)C1C([O:45]C)=CC=CC=1OC.ClC1OC2C=CC(F)=CC=2N=1. (7) Given the product [F:31][C:6]1[C:7]([CH3:30])=[C:8]2[C:13](=[N:14][C:5]=1[NH:1][CH2:2][CH2:3][CH2:4][O:36][C:34](=[O:35])[C:33]([F:38])([F:37])[F:32])[NH:12][CH:11]=[C:10]([C:26]([OH:28])=[O:27])[C:9]2=[O:29], predict the reactants needed to synthesize it. The reactants are: [N:1]1([C:5]2[N:14]=[C:13]3[C:8]([C:9](=[O:29])[C:10]([C:26]([OH:28])=[O:27])=[CH:11][N:12]3CC3C=CC(OC)=CC=3OC)=[C:7]([CH3:30])[C:6]=2[F:31])[CH2:4][CH2:3][CH2:2]1.[F:32][C:33]([F:38])([F:37])[C:34]([OH:36])=[O:35].